From a dataset of Forward reaction prediction with 1.9M reactions from USPTO patents (1976-2016). Predict the product of the given reaction. (1) Given the reactants Br[C:2]1[CH:3]=[C:4]2[C:10]([CH2:11][C:12]3[CH:13]=[CH:14][C:15]([NH:19][CH2:20][C:21]4[C:22]([O:28][CH3:29])=[N:23][CH:24]=[C:25]([F:27])[CH:26]=4)=[N:16][C:17]=3[F:18])=[CH:9][NH:8][C:5]2=[N:6][CH:7]=1.C(=O)([O-])[O-].[Cs+].[Cs+].[C:36]([NH2:39])(=[O:38])[CH3:37].CNCCNC, predict the reaction product. The product is: [F:18][C:17]1[C:12]([CH2:11][C:10]2[C:4]3[C:5](=[N:6][CH:7]=[C:2]([NH:39][C:36](=[O:38])[CH3:37])[CH:3]=3)[NH:8][CH:9]=2)=[CH:13][CH:14]=[C:15]([NH:19][CH2:20][C:21]2[C:22]([O:28][CH3:29])=[N:23][CH:24]=[C:25]([F:27])[CH:26]=2)[N:16]=1. (2) Given the reactants Cl[C:2]1[C:11]2[C:6](=[CH:7][CH:8]=[CH:9][C:10]=2[O:12][CH:13]2[CH2:18][CH2:17][N:16]([CH3:19])[CH2:15][CH2:14]2)[N:5]=[CH:4][N:3]=1.[Cl:20][C:21]1[CH:22]=[C:23]([CH:25]=[CH:26][C:27]=1[OH:28])[NH2:24], predict the reaction product. The product is: [Cl:20][C:21]1[CH:22]=[C:23]([CH:25]=[CH:26][C:27]=1[OH:28])[NH:24][C:2]1[C:11]2[C:6](=[CH:7][CH:8]=[CH:9][C:10]=2[O:12][CH:13]2[CH2:18][CH2:17][N:16]([CH3:19])[CH2:15][CH2:14]2)[N:5]=[CH:4][N:3]=1. (3) Given the reactants [I:1]I.C1(P(C2C=CC=CC=2)C2C=CC=CC=2)C=CC=CC=1.N1C=CC=CC=1.[C:28]([O:32][C:33]([N:35]1[CH2:44][CH2:43][C:42]2[C:37](=[CH:38][C:39]([CH2:45][CH2:46]O)=[CH:40][CH:41]=2)[CH2:36]1)=[O:34])([CH3:31])([CH3:30])[CH3:29], predict the reaction product. The product is: [C:28]([O:32][C:33]([N:35]1[CH2:44][CH2:43][C:42]2[C:37](=[CH:38][C:39]([CH2:45][CH2:46][I:1])=[CH:40][CH:41]=2)[CH2:36]1)=[O:34])([CH3:31])([CH3:30])[CH3:29]. (4) Given the reactants [Br:1][C:2]1[CH:3]=[C:4]([O:9][CH2:10][CH2:11][CH2:12][O:13][CH3:14])[C:5](=[O:8])[NH:6][CH:7]=1.I[CH3:16], predict the reaction product. The product is: [Br:1][C:2]1[CH:3]=[C:4]([O:9][CH2:10][CH2:11][CH2:12][O:13][CH3:14])[C:5]([O:8][CH3:16])=[N:6][CH:7]=1. (5) Given the reactants [Si:1]([O:8][CH2:9][C@H:10]1[CH2:14][C@@H:13]([OH:15])[C@H:12]([NH:16][C:17]2[CH:22]=[C:21]([NH:23][C@@H:24]3[C:32]4[C:27](=[CH:28][CH:29]=[CH:30][CH:31]=4)[CH2:26][CH2:25]3)[N:20]=[CH:19][N:18]=2)[CH2:11]1)([C:4]([CH3:7])([CH3:6])[CH3:5])([CH3:3])[CH3:2].N1C=CC=CC=1.[C:39](OC(=O)C)(=[O:41])[CH3:40], predict the reaction product. The product is: [C:39]([O:15][C@@H:13]1[CH2:14][C@H:10]([CH2:9][O:8][Si:1]([C:4]([CH3:7])([CH3:5])[CH3:6])([CH3:3])[CH3:2])[CH2:11][C@H:12]1[NH:16][C:17]1[CH:22]=[C:21]([NH:23][C@@H:24]2[C:32]3[C:27](=[CH:28][CH:29]=[CH:30][CH:31]=3)[CH2:26][CH2:25]2)[N:20]=[CH:19][N:18]=1)(=[O:41])[CH3:40]. (6) Given the reactants [CH3:1][C:2]1[C:6]([CH:7]([OH:23])[C:8]2[O:9][C:10]3[CH:16]=[CH:15][C:14]([C:17]([CH3:22])([CH3:21])[C:18]([OH:20])=O)=[CH:13][C:11]=3[CH:12]=2)=[C:5]([CH3:24])[O:4][N:3]=1.C1C=CC2N(O)N=NC=2C=1.C(Cl)CCl.CCN(C(C)C)C(C)C.[Cl:48][C:49]1[CH:54]=[CH:53][C:52]([CH:55]([C:57]2[CH:62]=[CH:61][CH:60]=[CH:59][CH:58]=2)[NH2:56])=[CH:51][CH:50]=1, predict the reaction product. The product is: [Cl:48][C:49]1[CH:50]=[CH:51][C:52]([CH:55]([C:57]2[CH:58]=[CH:59][CH:60]=[CH:61][CH:62]=2)[NH:56][C:18](=[O:20])[C:17]([C:14]2[CH:15]=[CH:16][C:10]3[O:9][C:8]([CH:7]([C:6]4[C:2]([CH3:1])=[N:3][O:4][C:5]=4[CH3:24])[OH:23])=[CH:12][C:11]=3[CH:13]=2)([CH3:22])[CH3:21])=[CH:53][CH:54]=1. (7) Given the reactants [Cl-].O[NH3+:3].[C:4](=[O:7])([O-])[OH:5].[Na+].CS(C)=O.[CH3:13][O:14][C:15]1[CH:20]=[CH:19][C:18]([N:21]2[C:26](=[O:27])[C:25]([CH2:28][C:29]3[CH:34]=[CH:33][C:32]([C:35]4[C:36]([C:41]#[N:42])=[CH:37][CH:38]=[CH:39][CH:40]=4)=[CH:31][CH:30]=3)=[C:24]([CH2:43][CH2:44][CH3:45])[N:23]3[N:46]=[CH:47][N:48]=[C:22]23)=[CH:17][CH:16]=1, predict the reaction product. The product is: [CH3:13][O:14][C:15]1[CH:16]=[CH:17][C:18]([N:21]2[C:26](=[O:27])[C:25]([CH2:28][C:29]3[CH:34]=[CH:33][C:32]([C:35]4[CH:40]=[CH:39][CH:38]=[CH:37][C:36]=4[C:41]4[NH:3][C:4](=[O:7])[O:5][N:42]=4)=[CH:31][CH:30]=3)=[C:24]([CH2:43][CH2:44][CH3:45])[N:23]3[N:46]=[CH:47][N:48]=[C:22]23)=[CH:19][CH:20]=1. (8) The product is: [Cl:1][C:2]1[CH:7]=[C:6]([O:43][CH3:31])[N:5]=[C:4]([S:9][CH2:10][C:11]2[CH:16]=[CH:15][CH:14]=[C:13]([F:17])[C:12]=2[F:18])[N:3]=1. Given the reactants [Cl:1][C:2]1[CH:7]=[C:6](Cl)[N:5]=[C:4]([S:9][CH2:10][C:11]2[CH:16]=[CH:15][CH:14]=[C:13]([F:17])[C:12]=2[F:18])[N:3]=1.FC1C(F)=CC=CC=1CSC1N=C(NS(N2CCC2)(=O)=O)C=[C:31]([O:43]C(CO)CO)N=1.[H-].[Na+].O, predict the reaction product. (9) Given the reactants CC1(C)C(C)(C)OB([C:9]2[CH:10]=[N:11][N:12]([CH2:14][CH2:15][N:16]3[CH2:21][CH2:20][O:19][CH2:18][CH2:17]3)[CH:13]=2)O1.[NH2:23][C:24]1[N:25]=[C:26]([C:46]2[CH:51]=[CH:50][C:49]([F:52])=[CH:48][CH:47]=2)[C:27]2[C:36](=[O:37])[C:35]3[C:30](=[C:31](OS(C(F)(F)F)(=O)=O)[CH:32]=[CH:33][CH:34]=3)[C:28]=2[N:29]=1.NC1N=C(C2C=CC=CC=2)C2C(=O)C3C(=C(OS(C(F)(F)F)(=O)=O)C=CC=3)C=2N=1, predict the reaction product. The product is: [NH2:23][C:24]1[N:25]=[C:26]([C:46]2[CH:47]=[CH:48][C:49]([F:52])=[CH:50][CH:51]=2)[C:27]2[C:36](=[O:37])[C:35]3[C:30](=[C:31]([C:9]4[CH:10]=[N:11][N:12]([CH2:14][CH2:15][N:16]5[CH2:17][CH2:18][O:19][CH2:20][CH2:21]5)[CH:13]=4)[CH:32]=[CH:33][CH:34]=3)[C:28]=2[N:29]=1.